The task is: Predict which catalyst facilitates the given reaction.. This data is from Catalyst prediction with 721,799 reactions and 888 catalyst types from USPTO. (1) Reactant: COC([CH:5]1[CH2:10][NH:9][CH2:8][CH2:7][N:6]1[C:11]1[CH:16]=[CH:15][C:14]([C:17]([F:20])([F:19])[F:18])=[CH:13][N:12]=1)=O.[CH3:21][O:22][C:23](C1N(C2C=CC(C(F)(F)F)=CN=2)CCN([C:23]([O:22][C:21](C)(C)C)=[O:24])C1)=[O:24].C(O)(C(F)(F)F)=O.C(Cl)Cl. Product: [CH3:21][O:22][C:23]([C@H:10]1[CH2:5][N:6]([C:11]2[CH:16]=[CH:15][C:14]([C:17]([F:18])([F:19])[F:20])=[CH:13][N:12]=2)[CH2:7][CH2:8][NH:9]1)=[O:24]. The catalyst class is: 2. (2) Reactant: [NH2:1][C:2]1[CH:7]=[CH:6][C:5]([C@@H:8]2[CH2:10][C@H:9]2[NH:11][C:12](=[O:18])[O:13][C:14]([CH3:17])([CH3:16])[CH3:15])=[CH:4][CH:3]=1.[C:19](Cl)(=[O:21])[CH3:20]. Product: [C:19]([NH:1][C:2]1[CH:7]=[CH:6][C:5]([C@@H:8]2[CH2:10][C@H:9]2[NH:11][C:12](=[O:18])[O:13][C:14]([CH3:15])([CH3:17])[CH3:16])=[CH:4][CH:3]=1)(=[O:21])[CH3:20]. The catalyst class is: 4. (3) Reactant: [C:1]([N:8]1[CH2:12][CH2:11][C@H:10]([OH:13])[CH2:9]1)([O:3][C:4]([CH3:7])([CH3:6])[CH3:5])=[O:2].[CH3:14][S:15](Cl)(=[O:17])=[O:16].O. Product: [C:4]([O:3][C:1]([N:8]1[CH2:12][CH2:11][C@H:10]([O:13][S:15]([CH3:14])(=[O:17])=[O:16])[CH2:9]1)=[O:2])([CH3:7])([CH3:6])[CH3:5]. The catalyst class is: 1. (4) Reactant: F[C:2]1[CH:13]=[C:12]([N+:14]([O-:16])=[O:15])[CH:11]=[CH:10][C:3]=1[C:4]([NH:6][CH:7]([CH3:9])[CH3:8])=O.S(Cl)(Cl)=O.[NH2:21][NH2:22].C([O-])([O-])=O.[K+].[K+]. Product: [CH:7]([NH:6][C:4]1[C:3]2[C:2](=[CH:13][C:12]([N+:14]([O-:16])=[O:15])=[CH:11][CH:10]=2)[NH:22][N:21]=1)([CH3:9])[CH3:8]. The catalyst class is: 37. (5) Reactant: I[C:2]1[CH:7]=[CH:6][C:5]([C:8]([F:11])([F:10])[F:9])=[CH:4][CH:3]=1.[C:12]([O-])([O-])=O.[K+].[K+].[CH3:18][C:19]([O-])=O.[K+].[C:23]([O:27][CH3:28])(=[O:26])[CH:24]=[CH2:25].I[CH2:30][CH2:31][CH3:32].[O-]S([O-])(=S)=O.[Na+].[Na+]. Product: [CH3:28][O:27][C:23](=[O:26])[CH:24]=[CH:25][C:2]1[C:7]([CH2:30][CH2:31][CH3:32])=[CH:6][C:5]([C:8]([F:11])([F:10])[F:9])=[CH:4][C:3]=1[CH2:12][CH2:19][CH3:18]. The catalyst class is: 416. (6) Reactant: O[CH2:2][C:3]1[CH:4]=[CH:5][C:6]2[C:15]3[NH:14][CH2:13][CH2:12][CH2:11][C:10]=3[C:9](=[O:16])[N:8]([CH2:17][O:18][CH3:19])[C:7]=2[CH:20]=1.S(Cl)([Cl:23])=O.C(=O)(O)[O-].[Na+]. Product: [Cl:23][CH2:2][C:3]1[CH:4]=[CH:5][C:6]2[C:15]3[NH:14][CH2:13][CH2:12][CH2:11][C:10]=3[C:9](=[O:16])[N:8]([CH2:17][O:18][CH3:19])[C:7]=2[CH:20]=1. The catalyst class is: 4. (7) Reactant: [N:1]([CH2:4][CH2:5][CH2:6][C:7]([O:9][CH3:10])=[O:8])=[C:2]=[O:3].[NH2:11][CH2:12][CH2:13][CH2:14][CH2:15][C:16]([CH3:20])([CH3:19])[CH2:17][OH:18]. Product: [OH:18][CH2:17][C:16]([CH3:20])([CH3:19])[CH2:15][CH2:14][CH2:13][CH2:12][NH:11][C:2]([NH:1][CH2:4][CH2:5][CH2:6][C:7]([O:9][CH3:10])=[O:8])=[O:3]. The catalyst class is: 2.